Dataset: Tox21: 12 toxicity assays (nuclear receptors and stress response pathways). Task: Binary classification across 12 toxicity assays. The molecule is Oc1ccc(-c2ccc(O)cc2)cc1. It tested positive (active) for: NR-ER (Estrogen Receptor agonist activity), NR-ER-LBD (Estrogen Receptor Ligand Binding Domain agonist), SR-ARE (Antioxidant Response Element (oxidative stress)), SR-ATAD5 (ATAD5 genotoxicity (DNA damage)), SR-MMP (Mitochondrial Membrane Potential disruption), and SR-p53 (p53 tumor suppressor activation).